From a dataset of Reaction yield outcomes from USPTO patents with 853,638 reactions. Predict the reaction yield, written as a fraction of the theoretical maximum amount of product (1.0 means a 100% yield; for example, 0.34 means a 34% yield). (1) The reactants are ClC1C=CC2SC=[C:8]([CH2:9][N:10]3[CH2:14][CH2:13][N:12](C4SC(C(O)=O)=C(C)N=4)C3=O)[C:4]=2[CH:3]=1.[F:27][C:28]1[CH:49]=[CH:48][C:31]([CH2:32][N:33]2[CH2:37][CH2:36][N:35]([C:38]3[S:39][C:40]([C:44](O)=[O:45])=[C:41]([CH3:43])[N:42]=3)[C:34]2=[O:47])=[CH:30][CH:29]=1.N1C=CC=CC=1CN. No catalyst specified. The product is [F:27][C:28]1[CH:29]=[CH:30][C:31]([CH2:32][N:33]2[CH2:37][CH2:36][N:35]([C:38]3[S:39][C:40]([C:44]([NH:12][CH2:13][C:14]4[CH:3]=[CH:4][CH:8]=[CH:9][N:10]=4)=[O:45])=[C:41]([CH3:43])[N:42]=3)[C:34]2=[O:47])=[CH:48][CH:49]=1. The yield is 0.540. (2) The reactants are [H-].[Al+3].[Li+].[H-].[H-].[H-].[N:7]1([CH2:12][CH2:13][C:14](OC)=[O:15])[CH:11]=[CH:10][N:9]=[CH:8]1. The catalyst is C1COCC1. The product is [N:7]1([CH2:12][CH2:13][CH2:14][OH:15])[CH:11]=[CH:10][N:9]=[CH:8]1. The yield is 0.880.